Dataset: Reaction yield outcomes from USPTO patents with 853,638 reactions. Task: Predict the reaction yield, written as a fraction of the theoretical maximum amount of product (1.0 means a 100% yield; for example, 0.34 means a 34% yield). (1) The reactants are [OH-].[K+].[C:3]([C:6]1[N:11]=[C:10]([C:12]2[CH:17]=[CH:16][C:15]([C:18]3[CH:23]=[C:22]([CH3:24])[C:21]([CH2:25][C:26]([O:28]CC)=[O:27])=[CH:20][C:19]=3[Cl:31])=[CH:14][CH:13]=2)[C:9]([CH3:32])=[N:8][C:7]=1[CH3:33])(=[O:5])[NH2:4].Cl. The catalyst is C(O)(C)(C)C. The product is [C:3]([C:6]1[N:11]=[C:10]([C:12]2[CH:13]=[CH:14][C:15]([C:18]3[CH:23]=[C:22]([CH3:24])[C:21]([CH2:25][C:26]([OH:28])=[O:27])=[CH:20][C:19]=3[Cl:31])=[CH:16][CH:17]=2)[C:9]([CH3:32])=[N:8][C:7]=1[CH3:33])(=[O:5])[NH2:4]. The yield is 0.900. (2) The catalyst is O1CCOCC1.C(Cl)Cl. The product is [Cl:1][C:2]1[C:3]([C:27]2[C:35]3[C:30](=[CH:31][CH:32]=[CH:33][CH:34]=3)[NH:29][CH:28]=2)=[N:4][C:5]([NH:8][C:9]2[CH:10]=[C:11]([NH:15][C:16](=[O:26])[CH2:17][NH:18][C:19](=[O:25])[O:20][C:21]([CH3:24])([CH3:23])[CH3:22])[CH:12]=[CH:13][CH:14]=2)=[N:6][CH:7]=1. The yield is 0.720. The reactants are [Cl:1][C:2]1[C:3]([C:27]2[C:35]3[C:30](=[CH:31][CH:32]=[CH:33][CH:34]=3)[N:29](S(C3C=CC=CC=3)(=O)=O)[CH:28]=2)=[N:4][C:5]([NH:8][C:9]2[CH:10]=[C:11]([NH:15][C:16](=[O:26])[CH2:17][NH:18][C:19](=[O:25])[O:20][C:21]([CH3:24])([CH3:23])[CH3:22])[CH:12]=[CH:13][CH:14]=2)=[N:6][CH:7]=1.[OH-].[Na+].[NH4+].[Cl-]. (3) The reactants are [F:1][C:2]1[CH:3]=[CH:4][C:5]([N+:15]([O-])=O)=[C:6]([NH:8][CH:9]2[CH2:12][CH:11]([C:13]#[N:14])[CH2:10]2)[CH:7]=1.[Cl-].[NH4+]. The catalyst is CO.O.[Fe]. The product is [NH2:15][C:5]1[CH:4]=[CH:3][C:2]([F:1])=[CH:7][C:6]=1[NH:8][CH:9]1[CH2:10][CH:11]([C:13]#[N:14])[CH2:12]1. The yield is 0.790. (4) The reactants are C(O[BH-](OC(=O)C)OC(=O)C)(=O)C.[Na+].[Cl:15][C:16]1[C:17]([CH:28]=O)=[N:18][CH:19]=[C:20]([N:22]([CH3:27])[CH:23]([CH3:26])[CH2:24][CH3:25])[N:21]=1.[CH2:30]([NH:37][CH2:38][CH2:39][OH:40])[C:31]1[CH:36]=[CH:35][CH:34]=[CH:33][CH:32]=1.C(=O)([O-])O.[Na+]. The catalyst is C(#N)C.C(O)(=O)C. The product is [CH2:30]([N:37]([CH2:28][C:17]1[C:16]([Cl:15])=[N:21][C:20]([N:22]([CH3:27])[CH:23]([CH3:26])[CH2:24][CH3:25])=[CH:19][N:18]=1)[CH2:38][CH2:39][OH:40])[C:31]1[CH:36]=[CH:35][CH:34]=[CH:33][CH:32]=1. The yield is 0.910. (5) The reactants are [Br:1]Br.[CH3:3][N:4]1[CH:13]=[CH:12][C:11]2[C:6](=[CH:7][N:8]=[CH:9][CH:10]=2)[C:5]1=[O:14]. The catalyst is C(O)(=O)C. The product is [Br:1][C:12]1[C:11]2[C:6](=[CH:7][N:8]=[CH:9][CH:10]=2)[C:5](=[O:14])[N:4]([CH3:3])[CH:13]=1. The yield is 0.274. (6) The reactants are [C:1]([C:4]1[C:9]([C:10]2[CH:15]=[CH:14][CH:13]=[CH:12][CH:11]=2)=[N:8][N:7]([CH2:16][CH3:17])[C:6](=[O:18])[C:5]=1[N+:19]([O-])=O)(=[O:3])[CH3:2].N[C:23]1[CH:24]=[C:25]2[C:29](=[CH:30][CH:31]=1)[NH:28][CH:27]=[CH:26]2. The catalyst is C(O)C. The product is [C:1]([C:4]1[C:9]([C:10]2[CH:15]=[CH:14][CH:13]=[CH:12][CH:11]=2)=[N:8][N:7]([CH2:16][CH3:17])[C:6](=[O:18])[C:5]=1[NH:19][C:23]1[CH:24]=[C:25]2[C:29](=[CH:30][CH:31]=1)[NH:28][CH:27]=[CH:26]2)(=[O:3])[CH3:2]. The yield is 0.933. (7) The reactants are [CH3:1][O:2][C:3]1[CH:12]=[CH:11][C:6]2[C:7](=[O:10])[CH2:8][O:9][C:5]=2[C:4]=1/[CH:13]=[CH:14]\[CH2:15][CH2:16][N:17]1[CH2:22][CH2:21][N:20]([C:23]([O:25][C:26]([CH3:29])([CH3:28])[CH3:27])=[O:24])[CH2:19][CH2:18]1.[NH:30]1[C:38]2[C:33](=[CH:34][CH:35]=[CH:36][CH:37]=2)[C:32]([CH:39]=O)=[N:31]1. The catalyst is CO.N1CCCCC1. The product is [NH:30]1[C:38]2[C:33](=[CH:34][CH:35]=[CH:36][CH:37]=2)[C:32](/[CH:39]=[C:8]2\[O:9][C:5]3[C:4](/[CH:13]=[CH:14]\[CH2:15][CH2:16][N:17]4[CH2:22][CH2:21][N:20]([C:23]([O:25][C:26]([CH3:29])([CH3:28])[CH3:27])=[O:24])[CH2:19][CH2:18]4)=[C:3]([O:2][CH3:1])[CH:12]=[CH:11][C:6]=3[C:7]\2=[O:10])=[N:31]1. The yield is 0.910. (8) The reactants are Cl[C:2]1[C:7]([C:8]2[CH:13]=[CH:12][CH:11]=[CH:10][CH:9]=2)=[CH:6][C:5]([N+:14]([O-])=O)=[CH:4][N:3]=1.CC([O-])=O.[K+]. The catalyst is C(O)C.[Pd]. The product is [C:8]1([C:7]2[CH:6]=[C:5]([NH2:14])[CH:4]=[N:3][CH:2]=2)[CH:9]=[CH:10][CH:11]=[CH:12][CH:13]=1. The yield is 0.690.